Dataset: Full USPTO retrosynthesis dataset with 1.9M reactions from patents (1976-2016). Task: Predict the reactants needed to synthesize the given product. (1) Given the product [OH:18][CH2:17][CH2:16][S:15][CH2:14][CH2:13][N:12]1[C:1](=[O:11])[C:2]2=[CH:10][CH:9]=[CH:8][CH:7]=[C:3]2[C:4]1=[O:6], predict the reactants needed to synthesize it. The reactants are: [C:1]1(=[O:11])[O:6][C:4](=O)[C:3]2=[CH:7][CH:8]=[CH:9][CH:10]=[C:2]12.[NH2:12][CH2:13][CH2:14][S:15][CH2:16][CH2:17][OH:18]. (2) Given the product [N+:1]([C:4]1[CH:11]=[CH:10][CH:9]=[CH:8][C:5]=1[CH:6]=[C:20]([N+:17]([O-:19])=[O:18])[CH3:21])([O-:3])=[O:2], predict the reactants needed to synthesize it. The reactants are: [N+:1]([C:4]1[CH:11]=[CH:10][CH:9]=[CH:8][C:5]=1[CH:6]=O)([O-:3])=[O:2].C([O-])(=O)C.[NH4+].[N+:17]([CH2:20][CH3:21])([O-:19])=[O:18].